From a dataset of Reaction yield outcomes from USPTO patents with 853,638 reactions. Predict the reaction yield, written as a fraction of the theoretical maximum amount of product (1.0 means a 100% yield; for example, 0.34 means a 34% yield). (1) The reactants are Cl[CH2:2][CH2:3][O:4][C:5]1[C:13]2[C:8](=[N:9][CH:10]=[N:11][C:12]=2[NH:14][C:15]2[CH:20]=[CH:19][C:18]([O:21][C:22]3[CH:23]=[N:24][C:25]([CH3:28])=[CH:26][CH:27]=3)=[C:17]([Cl:29])[CH:16]=2)[NH:7][N:6]=1.[CH:30]1([N:33]2[CH2:38][CH2:37][NH:36][CH2:35][CH2:34]2)[CH2:32][CH2:31]1. No catalyst specified. The product is [Cl:29][C:17]1[CH:16]=[C:15]([NH:14][C:12]2[N:11]=[CH:10][N:9]=[C:8]3[NH:7][N:6]=[C:5]([O:4][CH2:3][CH2:2][N:36]4[CH2:37][CH2:38][N:33]([CH:30]5[CH2:32][CH2:31]5)[CH2:34][CH2:35]4)[C:13]=23)[CH:20]=[CH:19][C:18]=1[O:21][C:22]1[CH:23]=[N:24][C:25]([CH3:28])=[CH:26][CH:27]=1. The yield is 0.280. (2) The reactants are Br[C:2]1[C:7]([F:8])=[CH:6][C:5]([N:9]2[C:18]3[C:13](=[CH:14][C:15]([S:19]([N:22]([C:32]4[CH:36]=[CH:35][O:34][N:33]=4)[CH2:23][C:24]4[CH:29]=[CH:28][C:27]([O:30][CH3:31])=[CH:26][CH:25]=4)(=[O:21])=[O:20])=[CH:16][CH:17]=3)[CH:12]=[CH:11][C:10]2=[O:37])=[C:4]([OH:38])[CH:3]=1.[F:39][C:40]1[CH:41]=[C:42](B(O)O)[CH:43]=[C:44]([F:46])[CH:45]=1.C(=O)([O-])[O-].[K+].[K+].C(Cl)Cl. The catalyst is CN(C=O)C.O. The product is [O:34]1[CH:35]=[CH:36][C:32]([N:22]([CH2:23][C:24]2[CH:29]=[CH:28][C:27]([O:30][CH3:31])=[CH:26][CH:25]=2)[S:19]([C:15]2[CH:14]=[C:13]3[C:18](=[CH:17][CH:16]=2)[N:9]([C:5]2[C:4]([OH:38])=[CH:3][C:2]([C:42]4[CH:41]=[C:40]([F:39])[CH:45]=[C:44]([F:46])[CH:43]=4)=[C:7]([F:8])[CH:6]=2)[C:10](=[O:37])[CH:11]=[CH:12]3)(=[O:21])=[O:20])=[N:33]1. The yield is 1.00.